From a dataset of Catalyst prediction with 721,799 reactions and 888 catalyst types from USPTO. Predict which catalyst facilitates the given reaction. (1) Reactant: [F:1][C:2]([F:7])([F:6])[C:3](O)=[O:4].[CH2:8]([N:15]1[CH2:22][C:19]2([CH2:21][CH2:20]2)[NH:18][CH2:17][CH2:16]1)[C:9]1[CH:14]=[CH:13][CH:12]=[CH:11][CH:10]=1.C(N(CC)CC)C.C(=O)(O)[O-].[Na+]. Product: [CH2:8]([N:15]1[CH2:22][C:19]2([CH2:21][CH2:20]2)[N:18]([C:3](=[O:4])[C:2]([F:7])([F:6])[F:1])[CH2:17][CH2:16]1)[C:9]1[CH:14]=[CH:13][CH:12]=[CH:11][CH:10]=1. The catalyst class is: 373. (2) The catalyst class is: 7. Product: [F:11][CH:10]([F:12])[O:9][C:8]1[CH:7]=[CH:6][CH:5]=[C:4]([S:13]([N:19]2[CH2:20][CH2:21][S:17][CH2:18]2)(=[O:15])=[O:14])[C:3]=1[C:1]#[N:2]. Reactant: [C:1]([C:3]1[C:8]([O:9][CH:10]([F:12])[F:11])=[CH:7][CH:6]=[CH:5][C:4]=1[S:13](Cl)(=[O:15])=[O:14])#[N:2].[S:17]1[CH2:21][CH2:20][NH:19][CH2:18]1. (3) Product: [CH3:32][C:26]1[CH:27]=[C:28]([CH3:31])[CH:29]=[CH:30][C:25]=1[N:22]1[CH2:23][CH2:24][N:19]([C:17]([C:14]2[CH:15]=[CH:16][C:11]([N:7]3[CH2:6][CH:5]([CH2:3][OH:2])[CH2:9][C:8]3=[O:10])=[CH:12][CH:13]=2)=[O:18])[CH2:20][CH2:21]1. The catalyst class is: 6. Reactant: C[O:2][C:3]([CH:5]1[CH2:9][C:8](=[O:10])[N:7]([C:11]2[CH:16]=[CH:15][C:14]([C:17]([N:19]3[CH2:24][CH2:23][N:22]([C:25]4[CH:30]=[CH:29][C:28]([CH3:31])=[CH:27][C:26]=4[CH3:32])[CH2:21][CH2:20]3)=[O:18])=[CH:13][CH:12]=2)[CH2:6]1)=O.O1CCCC1.[BH4-].[Na+].CO. (4) Reactant: [CH3:1][C:2]1[CH:3]=[C:4]([C:18]2[N:22]=[N:21][NH:20][C:19]=2[C:23]#[N:24])[CH:5]=[C:6]([C:8]2[N:13]=[C:12]([C:14]([F:17])([F:16])[F:15])[CH:11]=[CH:10][N:9]=2)[CH:7]=1.C([O-])([O-])=O.[K+].[K+].[C:31]([O:36][CH:37](I)[CH3:38])(=[O:35])[CH2:32][CH2:33][CH3:34].O. Product: [C:23]([C:19]1[C:18]([C:4]2[CH:5]=[C:6]([C:8]3[N:13]=[C:12]([C:14]([F:17])([F:16])[F:15])[CH:11]=[CH:10][N:9]=3)[CH:7]=[C:2]([CH3:1])[CH:3]=2)=[N:22][N:21]([CH:37]([O:36][C:31](=[O:35])[CH2:32][CH2:33][CH3:34])[CH3:38])[N:20]=1)#[N:24]. The catalyst class is: 3. (5) Reactant: [Br:1][C:2]1[CH:7]=[CH:6][C:5]([CH2:8][C:9](O)=[O:10])=[C:4]([F:12])[CH:3]=1.B. Product: [Br:1][C:2]1[CH:7]=[CH:6][C:5]([CH2:8][CH2:9][OH:10])=[C:4]([F:12])[CH:3]=1. The catalyst class is: 1. (6) Reactant: [NH2:1][CH:2]1[CH2:6][CH2:5][N:4]([C:7]([O:9][C:10]([CH3:13])([CH3:12])[CH3:11])=[O:8])[CH2:3]1.C([O-])(O)=O.[Na+].[CH2:19]([O:26][C:27](ON1C(=O)CCC1=O)=[O:28])[C:20]1[CH:25]=[CH:24][CH:23]=[CH:22][CH:21]=1. Product: [C:10]([O:9][C:7]([N:4]1[CH2:5][CH2:6][CH:2]([NH:1][C:27]([O:26][CH2:19][C:20]2[CH:25]=[CH:24][CH:23]=[CH:22][CH:21]=2)=[O:28])[CH2:3]1)=[O:8])([CH3:13])([CH3:12])[CH3:11]. The catalyst class is: 708. (7) Reactant: [CH3:1][O:2][CH2:3][O:4][C:5]1[CH:13]=[CH:12][CH:11]=[C:10]2[C:6]=1[CH:7]([OH:24])[N:8]([C:15]([CH3:23])([C:17]1[CH:22]=[CH:21][CH:20]=[CH:19][CH:18]=1)[CH3:16])[C:9]2=[O:14].CN(CCN(C)C)C.C([Li])(CC)C.CCCCCC.[I:44]I. Product: [CH3:1][O:2][CH2:3][O:4][C:5]1[CH:13]=[CH:12][C:11]([I:44])=[C:10]2[C:6]=1[CH:7]([OH:24])[N:8]([C:15]([CH3:16])([C:17]1[CH:22]=[CH:21][CH:20]=[CH:19][CH:18]=1)[CH3:23])[C:9]2=[O:14]. The catalyst class is: 1. (8) Reactant: Cl[C:2]1[C:7]([C:8]#[N:9])=[C:6]([NH:10][CH2:11][CH2:12][OH:13])[N:5]=[C:4]([NH:14][CH2:15][C:16]2[CH:17]=[N:18][CH:19]=[CH:20][CH:21]=2)[N:3]=1.[C:22]1([N:28]2[CH2:33][CH2:32][NH:31][CH2:30][CH2:29]2)[CH:27]=[CH:26][CH:25]=[CH:24][CH:23]=1.C(N(C(C)C)C(C)C)C. Product: [OH:13][CH2:12][CH2:11][NH:10][C:6]1[C:7]([C:8]#[N:9])=[C:2]([N:31]2[CH2:32][CH2:33][N:28]([C:22]3[CH:27]=[CH:26][CH:25]=[CH:24][CH:23]=3)[CH2:29][CH2:30]2)[N:3]=[C:4]([NH:14][CH2:15][C:16]2[CH:17]=[N:18][CH:19]=[CH:20][CH:21]=2)[N:5]=1. The catalyst class is: 12. (9) Reactant: [C:1]([O:6][CH2:7][CH:8]1[O:10][CH2:9]1)(=[O:5])[C:2]([CH3:4])=[CH2:3].[C:11]([O:16][CH2:17][CH2:18][OH:19])(=[O:15])[C:12]([CH3:14])=[CH2:13].[CH2:20]([C:24](C)=[O:25])C(C)C.N(C(C)(CC)C([O-])=O)=NC(C)(CC)C([O-])=O. Product: [C:1]([O:6][CH2:7][CH:8]1[O:10][CH2:9]1)(=[O:5])[C:2]([CH3:4])=[CH2:3].[C:11]([O:16][CH:17]([O:25][CH2:24][CH3:20])[CH3:18])(=[O:15])[C:12]([CH3:14])=[CH2:13].[C:11]([O:16][CH2:17][CH2:18][OH:19])(=[O:15])[C:12]([CH3:14])=[CH2:13]. The catalyst class is: 194. (10) Reactant: [F:1][C:2]([F:51])([F:50])[C:3]1[CH:4]=[C:5]([CH:43]=[C:44]([C:46]([F:49])([F:48])[F:47])[CH:45]=1)[CH2:6][N:7]([CH2:21][C:22]1[CH:27]=[C:26]([C:28]([F:31])([F:30])[F:29])[CH:25]=[CH:24][C:23]=1[C:32]1[C:37]([O:38][CH3:39])=[CH:36][CH:35]=[C:34]([CH:40]([CH3:42])[CH3:41])[N:33]=1)[C:8]1[N:13]=[CH:12][C:11]([O:14][CH2:15][CH2:16][CH2:17][C:18]([OH:20])=[O:19])=[CH:10][N:9]=1.[OH-].[Na+:53]. Product: [Na+:53].[F:51][C:2]([F:1])([F:50])[C:3]1[CH:4]=[C:5]([CH:43]=[C:44]([C:46]([F:49])([F:48])[F:47])[CH:45]=1)[CH2:6][N:7]([CH2:21][C:22]1[CH:27]=[C:26]([C:28]([F:31])([F:29])[F:30])[CH:25]=[CH:24][C:23]=1[C:32]1[C:37]([O:38][CH3:39])=[CH:36][CH:35]=[C:34]([CH:40]([CH3:42])[CH3:41])[N:33]=1)[C:8]1[N:9]=[CH:10][C:11]([O:14][CH2:15][CH2:16][CH2:17][C:18]([O-:20])=[O:19])=[CH:12][N:13]=1. The catalyst class is: 8.